Dataset: CYP2C19 inhibition data for predicting drug metabolism from PubChem BioAssay. Task: Regression/Classification. Given a drug SMILES string, predict its absorption, distribution, metabolism, or excretion properties. Task type varies by dataset: regression for continuous measurements (e.g., permeability, clearance, half-life) or binary classification for categorical outcomes (e.g., BBB penetration, CYP inhibition). Dataset: cyp2c19_veith. (1) The molecule is c1ccc2c(Nc3ccncc3)nc(-c3ccoc3)nc2c1. The result is 1 (inhibitor). (2) The compound is Cc1cccc(N(NC(=O)C(C)(C)O)C(=O)c2ccccc2)c1. The result is 1 (inhibitor). (3) The drug is CCNc1ncc2nc(-c3ccc(F)cc3)c(=O)n(CCC#N)c2n1. The result is 0 (non-inhibitor). (4) The compound is CC(=O)Nc1cccc(C(=O)OC(C(=O)c2ccc(C)c(C)c2)c2ccccc2)c1. The result is 1 (inhibitor). (5) The molecule is C(=N/Nc1nc(Nc2ccccc2)nc(N2CCOCC2)n1)\c1c[nH]c2ccccc12. The result is 1 (inhibitor).